From a dataset of Full USPTO retrosynthesis dataset with 1.9M reactions from patents (1976-2016). Predict the reactants needed to synthesize the given product. Given the product [CH2:1]([O:8][C:9]([N:11]1[CH2:16][CH2:15][CH2:14][C:13]([NH:18][C:19]2[C:24]([NH2:25])=[CH:23][N:22]=[C:21]3[N:28]([S:31]([C:34]4[CH:39]=[CH:38][CH:37]=[CH:36][CH:35]=4)(=[O:33])=[O:32])[CH:29]=[CH:30][C:20]=23)([CH3:17])[CH2:12]1)=[O:10])[C:2]1[CH:7]=[CH:6][CH:5]=[CH:4][CH:3]=1, predict the reactants needed to synthesize it. The reactants are: [CH2:1]([O:8][C:9]([N:11]1[CH2:16][CH2:15][CH2:14][C:13]([NH:18][C:19]2[C:24]([N+:25]([O-])=O)=[CH:23][N:22]=[C:21]3[N:28]([S:31]([C:34]4[CH:39]=[CH:38][CH:37]=[CH:36][CH:35]=4)(=[O:33])=[O:32])[CH:29]=[CH:30][C:20]=23)([CH3:17])[CH2:12]1)=[O:10])[C:2]1[CH:7]=[CH:6][CH:5]=[CH:4][CH:3]=1.